This data is from Reaction yield outcomes from USPTO patents with 853,638 reactions. The task is: Predict the reaction yield, written as a fraction of the theoretical maximum amount of product (1.0 means a 100% yield; for example, 0.34 means a 34% yield). (1) The reactants are [F:1][C:2]([F:14])([F:13])[O:3][C:4]1[CH:9]=[CH:8][CH:7]=[CH:6][C:5]=1[C:10](=[O:12])[CH3:11].[C:15](=O)([O:18]C)[O:16][CH3:17]. No catalyst specified. The product is [O:12]=[C:10]([C:5]1[CH:6]=[CH:7][CH:8]=[CH:9][C:4]=1[O:3][C:2]([F:13])([F:14])[F:1])[CH2:11][C:15]([O:16][CH3:17])=[O:18]. The yield is 0.480. (2) The reactants are [CH:1]([N:4]1[CH2:9][CH2:8][NH:7][C:6](=[O:10])[CH2:5]1)([CH3:3])[CH3:2].[H-].[Na+].[C:13]([O:17][C:18](=[O:39])[N:19]([CH2:21][C:22]1[CH:27]=[C:26]([CH2:28]Cl)[CH:25]=[CH:24][C:23]=1[O:30][C:31]1[CH:36]=[CH:35][C:34]([Cl:37])=[C:33]([Cl:38])[CH:32]=1)[CH3:20])([CH3:16])([CH3:15])[CH3:14]. The catalyst is CN(C=O)C. The product is [C:13]([O:17][C:18](=[O:39])[N:19]([CH2:21][C:22]1[CH:27]=[C:26]([CH2:28][N:7]2[CH2:8][CH2:9][N:4]([CH:1]([CH3:3])[CH3:2])[CH2:5][C:6]2=[O:10])[CH:25]=[CH:24][C:23]=1[O:30][C:31]1[CH:36]=[CH:35][C:34]([Cl:37])=[C:33]([Cl:38])[CH:32]=1)[CH3:20])([CH3:16])([CH3:14])[CH3:15]. The yield is 0.790. (3) The reactants are Br[C:2]1[CH:3]=[N:4][CH:5]=[C:6]2[C:11]=1[N:10]=[C:9]([C:12]([NH:14][CH2:15][CH2:16][S:17]([CH3:20])(=[O:19])=[O:18])=[O:13])[CH:8]=[CH:7]2.[F:21][C:22]1[CH:27]=[C:26]([F:28])[CH:25]=[CH:24][C:23]=1B(O)O.C(=O)([O-])[O-].[Cs+].[Cs+]. The catalyst is O1CCOCC1.O.C1(P([C-]2C=CC=C2)C2C=CC=CC=2)C=CC=CC=1.[C-]1(P(C2C=CC=CC=2)C2C=CC=CC=2)C=CC=C1.[Fe+2].[Pd](Cl)Cl. The product is [F:21][C:22]1[CH:27]=[C:26]([F:28])[CH:25]=[CH:24][C:23]=1[C:2]1[CH:3]=[N:4][CH:5]=[C:6]2[C:11]=1[N:10]=[C:9]([C:12]([NH:14][CH2:15][CH2:16][S:17]([CH3:20])(=[O:19])=[O:18])=[O:13])[CH:8]=[CH:7]2. The yield is 0.730. (4) The catalyst is C1COCC1.C(O)(=O)C.[Fe]. The yield is 0.400. The reactants are [C:1]([C:3]1[C:26]([N+:27]([O-])=O)=[CH:25][CH:24]=[CH:23][C:4]=1[O:5][CH2:6][C@H:7]1[CH2:12][CH2:11][CH2:10][CH2:9][N:8]1[C:13]([NH:15][CH2:16][C:17]1[CH:22]=[CH:21][N:20]=[CH:19][CH:18]=1)=[O:14])#[N:2]. The product is [NH2:27][C:26]1[C:3]([C:1]#[N:2])=[C:4]([CH:23]=[CH:24][CH:25]=1)[O:5][CH2:6][C@H:7]1[CH2:12][CH2:11][CH2:10][CH2:9][N:8]1[C:13]([NH:15][CH2:16][C:17]1[CH:18]=[CH:19][N:20]=[CH:21][CH:22]=1)=[O:14].